From a dataset of Forward reaction prediction with 1.9M reactions from USPTO patents (1976-2016). Predict the product of the given reaction. Given the reactants [Cl:1][C:2]1[CH:3]=[C:4]([NH:9][C:10]2[C:19]3[C:14](=[CH:15][CH:16]=[C:17]([NH:20][CH2:21][C:22]([OH:24])=O)[CH:18]=3)[N:13]=[CH:12][C:11]=2[C:25]#[N:26])[CH:5]=[CH:6][C:7]=1[F:8].Cl.[CH3:28][NH:29][CH3:30].CN([P+](ON1N=NC2C=CC=CC1=2)(N(C)C)N(C)C)C.F[P-](F)(F)(F)(F)F.CN1CCOCC1, predict the reaction product. The product is: [Cl:1][C:2]1[CH:3]=[C:4]([NH:9][C:10]2[C:19]3[C:14](=[CH:15][CH:16]=[C:17]([NH:20][CH2:21][C:22]([N:29]([CH3:30])[CH3:28])=[O:24])[CH:18]=3)[N:13]=[CH:12][C:11]=2[C:25]#[N:26])[CH:5]=[CH:6][C:7]=1[F:8].